This data is from Reaction yield outcomes from USPTO patents with 853,638 reactions. The task is: Predict the reaction yield, written as a fraction of the theoretical maximum amount of product (1.0 means a 100% yield; for example, 0.34 means a 34% yield). (1) The reactants are [CH3:1][C:2]1[CH:3]=[C:4]([C:14](=O)[CH3:15])[CH:5]=[N:6][C:7]=1[CH2:8][CH2:9][C:10]([F:13])([F:12])[F:11].[CH3:17][C:18]([S@:21]([NH2:23])=[O:22])([CH3:20])[CH3:19]. No catalyst specified. The product is [CH3:17][C:18]([S@:21]([NH:23][CH:14]([C:4]1[CH:5]=[N:6][C:7]([CH2:8][CH2:9][C:10]([F:13])([F:12])[F:11])=[C:2]([CH3:1])[CH:3]=1)[CH3:15])=[O:22])([CH3:20])[CH3:19]. The yield is 0.570. (2) The reactants are [F:1][C:2]1[CH:3]=[CH:4][C:5]([NH:8][NH:9][C:10](=O)[CH2:11][N:12]2[CH2:17][CH2:16][N:15]([CH3:18])[CH2:14][CH2:13]2)=[N:6][CH:7]=1.C1(P(C2C=CC=CC=2)C2C=CC=CC=2)C=CC=CC=1.C(N(CC)CC)C.ClC(Cl)(Cl)C(Cl)(Cl)Cl. The catalyst is C1COCC1. The product is [F:1][C:2]1[CH:3]=[CH:4][C:5]2[N:6]([C:10]([CH2:11][N:12]3[CH2:17][CH2:16][N:15]([CH3:18])[CH2:14][CH2:13]3)=[N:9][N:8]=2)[CH:7]=1. The yield is 0.890. (3) The reactants are FC(F)(F)C1C=C(NC(=O)NC2C=CC(C3SC(CCC(O)=O)=NC=3)=CC=2)C=CC=1.[C:31]1([NH:37][C:38](=[O:61])[NH:39][C:40]2[CH:45]=[CH:44][C:43]([C:46]3[O:50][C:49]([CH:51]4[CH2:56][CH2:55][CH:54]([C:57]([O:59]C)=[O:58])[CH2:53][CH2:52]4)=[N:48][CH:47]=3)=[CH:42][CH:41]=2)[CH:36]=[CH:35][CH:34]=[CH:33][CH:32]=1. No catalyst specified. The product is [C:31]1([NH:37][C:38](=[O:61])[NH:39][C:40]2[CH:41]=[CH:42][C:43]([C:46]3[O:50][C:49]([CH:51]4[CH2:52][CH2:53][CH:54]([C:57]([OH:59])=[O:58])[CH2:55][CH2:56]4)=[N:48][CH:47]=3)=[CH:44][CH:45]=2)[CH:32]=[CH:33][CH:34]=[CH:35][CH:36]=1. The yield is 0.770. (4) The reactants are [BH4-].[Na+].[CH3:3][N:4]([CH3:16])[C:5]1[CH:6]=[C:7]([CH:10]=[C:11]([N:13]([CH3:15])[CH3:14])[CH:12]=1)[C:8]#[N:9].Cl. The product is [NH2:9][CH2:8][C:7]1[CH:6]=[C:5]([N:4]([CH3:16])[CH3:3])[CH:12]=[C:11]([N:13]([CH3:14])[CH3:15])[CH:10]=1. The catalyst is CCO. The yield is 0.370. (5) The catalyst is CN(C)C=O.CO.[Cu]Br. The reactants are Br[C:2]1[CH:3]=[C:4]2[C:8](=[N:9][CH:10]=1)[NH:7][CH:6]=[CH:5]2.[CH3:11][O-:12].[Na+]. The product is [CH3:11][O:12][C:2]1[CH:3]=[C:4]2[CH:5]=[CH:6][NH:7][C:8]2=[N:9][CH:10]=1. The yield is 0.500.